Dataset: Reaction yield outcomes from USPTO patents with 853,638 reactions. Task: Predict the reaction yield, written as a fraction of the theoretical maximum amount of product (1.0 means a 100% yield; for example, 0.34 means a 34% yield). (1) The reactants are [CH2:1]([O:8][N:9]1[C:15](=[O:16])[N:14]2[CH2:17][C@H:10]1[CH2:11][CH2:12][C@H:13]2[C:18]([OH:20])=O)[C:2]1[CH:7]=[CH:6][CH:5]=[CH:4][CH:3]=1.[F:21][C:22]([F:28])([F:27])[C:23]([NH:25][NH2:26])=[O:24].ON1C2C=CC=CC=2N=N1.Cl.C(N=C=NCCCN(C)C)C. The catalyst is C(Cl)Cl.CN(C)C1C=CN=CC=1. The product is [CH2:1]([O:8][N:9]1[C:15](=[O:16])[N:14]2[CH2:17][C@H:10]1[CH2:11][CH2:12][C@@H:13]2[C:18]([NH:26][NH:25][C:23](=[O:24])[C:22]([F:28])([F:27])[F:21])=[O:20])[C:2]1[CH:3]=[CH:4][CH:5]=[CH:6][CH:7]=1. The yield is 0.650. (2) No catalyst specified. The reactants are [ClH:1].[NH2:2][C:3]1[N:8]=[CH:7][C:6](/[CH:9]=[CH:10]/[C:11]([OH:13])=O)=[CH:5][C:4]=1[CH2:14][N:15]1[CH2:20][CH2:19][N:18]([CH3:21])[CH2:17][CH2:16]1.Cl.CN1[CH2:30][C:29]2[CH:31]=[C:32](/[CH:35]=[CH:36]/[C:37](O)=O)[CH:33]=[N:34][C:28]=2NC(=O)C1.C[C:42]1[C:43]([O:51]CC)=C(C=CC=1)CCN.CNCC1C=CC2C(=CC=CC=2)C=1CCC. The product is [ClH:1].[NH2:2][C:3]1[N:8]=[CH:7][C:6](/[CH:9]=[CH:10]/[C:11]([N:34]([CH2:33][C:32]2[CH:35]=[CH:36][CH:37]=[C:29]([CH3:30])[C:31]=2[O:51][CH2:43][CH3:42])[CH3:28])=[O:13])=[CH:5][C:4]=1[CH2:14][N:15]1[CH2:20][CH2:19][N:18]([CH3:21])[CH2:17][CH2:16]1. The yield is 0.170. (3) The reactants are C1N2CN3[CH2:10][N:4](C2)CN1C3.[F:11][C:12]1[CH:21]=[CH:20][C:15]([C:16](=[O:19])CBr)=[CH:14][C:13]=1[C:22]([F:25])([F:24])[F:23].C(OCC)(=O)C.C(O)C.[ClH:35]. No catalyst specified. The product is [ClH:35].[NH2:4][CH2:10][C:16]([C:15]1[CH:20]=[CH:21][C:12]([F:11])=[C:13]([C:22]([F:25])([F:23])[F:24])[CH:14]=1)=[O:19]. The yield is 1.00.